This data is from Reaction yield outcomes from USPTO patents with 853,638 reactions. The task is: Predict the reaction yield, written as a fraction of the theoretical maximum amount of product (1.0 means a 100% yield; for example, 0.34 means a 34% yield). (1) The reactants are [Cl-].O[NH3+:3].[C:4](=[O:7])([O-])[OH:5].[Na+].CS(C)=O.[CH:13]([O:16][C:17]1[CH:18]=[C:19]([N:23]2[C:28](=[O:29])[C:27]([CH2:30][C:31]3[CH:36]=[CH:35][C:34]([C:37]4[C:38]([C:43]#[N:44])=[CH:39][CH:40]=[CH:41][CH:42]=4)=[CH:33][CH:32]=3)=[C:26]([CH2:45][CH2:46][CH3:47])[N:25]=[C:24]2[CH3:48])[CH:20]=[CH:21][CH:22]=1)([CH3:15])[CH3:14]. The catalyst is O.C(OCC)(=O)C. The product is [CH:13]([O:16][C:17]1[CH:18]=[C:19]([N:23]2[C:28](=[O:29])[C:27]([CH2:30][C:31]3[CH:36]=[CH:35][C:34]([C:37]4[CH:42]=[CH:41][CH:40]=[CH:39][C:38]=4[C:43]4[NH:3][C:4](=[O:7])[O:5][N:44]=4)=[CH:33][CH:32]=3)=[C:26]([CH2:45][CH2:46][CH3:47])[N:25]=[C:24]2[CH3:48])[CH:20]=[CH:21][CH:22]=1)([CH3:15])[CH3:14]. The yield is 0.680. (2) The reactants are [C:1]1(C2C=CC=CC=2O)C=CC=C[CH:2]=1.C(=O)([O-])[O-].[Cs+].[Cs+].[C:20]([O:26][CH2:27][CH3:28])(=[O:25])[CH2:21][C:22]([O-:24])=[O:23].[Cl:29][C:30]1[CH:35]=[C:34]([F:36])[C:33](I)=[CH:32][C:31]=1[F:38].O1CCCC1. The catalyst is [NH4+].[Cl-].CCOC(C)=O.[Cu]I. The product is [Cl:29][C:30]1[C:31]([F:38])=[CH:32][C:33]([CH:21]([C:22]([O:24][CH2:1][CH3:2])=[O:23])[C:20]([O:26][CH2:27][CH3:28])=[O:25])=[C:34]([F:36])[CH:35]=1. The yield is 0.580.